Predict the reaction yield, written as a fraction of the theoretical maximum amount of product (1.0 means a 100% yield; for example, 0.34 means a 34% yield). From a dataset of Reaction yield outcomes from USPTO patents with 853,638 reactions. (1) The reactants are Cl[C:2]1[C:11]([C:12]#[N:13])=[C:10]([Cl:14])[C:9]2[C:4](=[CH:5][CH:6]=[CH:7][CH:8]=2)[N:3]=1.C([O-])(=[O:17])C.[NH4+]. The product is [Cl:14][C:10]1[C:9]2[C:4](=[CH:5][CH:6]=[CH:7][CH:8]=2)[NH:3][C:2](=[O:17])[C:11]=1[C:12]#[N:13]. The yield is 0.770. The catalyst is C(O)(=O)C. (2) The reactants are [C:1]([C:5]1[CH:12]=[CH:11][C:8]([CH2:9]Br)=[CH:7][CH:6]=1)([CH3:4])([CH3:3])[CH3:2].[N-:13]=[N+:14]=[N-:15].[Na+]. The catalyst is CN(C)C=O.O. The product is [N:13]([CH2:9][C:8]1[CH:11]=[CH:12][C:5]([C:1]([CH3:4])([CH3:3])[CH3:2])=[CH:6][CH:7]=1)=[N+:14]=[N-:15]. The yield is 0.990.